Regression. Given two drug SMILES strings and cell line genomic features, predict the synergy score measuring deviation from expected non-interaction effect. From a dataset of NCI-60 drug combinations with 297,098 pairs across 59 cell lines. (1) Drug 1: C1CCN(CC1)CCOC2=CC=C(C=C2)C(=O)C3=C(SC4=C3C=CC(=C4)O)C5=CC=C(C=C5)O. Drug 2: CC1C(C(CC(O1)OC2CC(CC3=C2C(=C4C(=C3O)C(=O)C5=C(C4=O)C(=CC=C5)OC)O)(C(=O)C)O)N)O.Cl. Cell line: 786-0. Synergy scores: CSS=60.2, Synergy_ZIP=0.832, Synergy_Bliss=-0.217, Synergy_Loewe=-17.8, Synergy_HSA=1.10. (2) Drug 1: CC12CCC3C(C1CCC2O)C(CC4=C3C=CC(=C4)O)CCCCCCCCCS(=O)CCCC(C(F)(F)F)(F)F. Drug 2: CC(C)(C#N)C1=CC(=CC(=C1)CN2C=NC=N2)C(C)(C)C#N. Cell line: OVCAR3. Synergy scores: CSS=-2.87, Synergy_ZIP=4.17, Synergy_Bliss=5.70, Synergy_Loewe=1.02, Synergy_HSA=0.340. (3) Drug 2: CN(C(=O)NC(C=O)C(C(C(CO)O)O)O)N=O. Drug 1: CN(CCCl)CCCl.Cl. Synergy scores: CSS=21.9, Synergy_ZIP=-4.07, Synergy_Bliss=0.0339, Synergy_Loewe=-23.9, Synergy_HSA=-2.89. Cell line: NCIH23. (4) Drug 1: C1C(C(OC1N2C=C(C(=O)NC2=O)F)CO)O. Drug 2: CC1=C(C(CCC1)(C)C)C=CC(=CC=CC(=CC(=O)O)C)C. Cell line: HOP-92. Synergy scores: CSS=22.0, Synergy_ZIP=-1.07, Synergy_Bliss=0.448, Synergy_Loewe=-1.71, Synergy_HSA=3.00. (5) Synergy scores: CSS=15.9, Synergy_ZIP=-5.24, Synergy_Bliss=-0.185, Synergy_Loewe=0.458, Synergy_HSA=-0.195. Cell line: LOX IMVI. Drug 2: C1CC(C1)(C(=O)O)C(=O)O.[NH2-].[NH2-].[Pt+2]. Drug 1: CC1=CC=C(C=C1)C2=CC(=NN2C3=CC=C(C=C3)S(=O)(=O)N)C(F)(F)F. (6) Drug 1: C(=O)(N)NO. Drug 2: CCC1(CC2CC(C3=C(CCN(C2)C1)C4=CC=CC=C4N3)(C5=C(C=C6C(=C5)C78CCN9C7C(C=CC9)(C(C(C8N6C)(C(=O)OC)O)OC(=O)C)CC)OC)C(=O)OC)O.OS(=O)(=O)O. Cell line: IGROV1. Synergy scores: CSS=-1.21, Synergy_ZIP=-0.248, Synergy_Bliss=-1.27, Synergy_Loewe=-2.13, Synergy_HSA=-1.92. (7) Synergy scores: CSS=6.18, Synergy_ZIP=-2.72, Synergy_Bliss=-1.99, Synergy_Loewe=-1.11, Synergy_HSA=-1.52. Cell line: SN12C. Drug 2: C1=CN(C=N1)CC(O)(P(=O)(O)O)P(=O)(O)O. Drug 1: CCC1(CC2CC(C3=C(CCN(C2)C1)C4=CC=CC=C4N3)(C5=C(C=C6C(=C5)C78CCN9C7C(C=CC9)(C(C(C8N6C)(C(=O)OC)O)OC(=O)C)CC)OC)C(=O)OC)O.OS(=O)(=O)O. (8) Drug 1: C1CC(C1)(C(=O)O)C(=O)O.[NH2-].[NH2-].[Pt+2]. Drug 2: C(CC(=O)O)C(=O)CN.Cl. Cell line: SK-MEL-2. Synergy scores: CSS=22.3, Synergy_ZIP=6.23, Synergy_Bliss=9.02, Synergy_Loewe=2.72, Synergy_HSA=4.10. (9) Drug 1: CS(=O)(=O)C1=CC(=C(C=C1)C(=O)NC2=CC(=C(C=C2)Cl)C3=CC=CC=N3)Cl. Drug 2: C1=CC=C(C(=C1)C(C2=CC=C(C=C2)Cl)C(Cl)Cl)Cl. Cell line: UO-31. Synergy scores: CSS=20.6, Synergy_ZIP=-9.57, Synergy_Bliss=-4.32, Synergy_Loewe=-15.2, Synergy_HSA=-4.03. (10) Drug 1: CCCCCOC(=O)NC1=NC(=O)N(C=C1F)C2C(C(C(O2)C)O)O. Drug 2: C1=CN(C=N1)CC(O)(P(=O)(O)O)P(=O)(O)O. Cell line: SK-OV-3. Synergy scores: CSS=-2.07, Synergy_ZIP=0.978, Synergy_Bliss=-0.938, Synergy_Loewe=-1.64, Synergy_HSA=-3.41.